From a dataset of Peptide-MHC class II binding affinity with 134,281 pairs from IEDB. Regression. Given a peptide amino acid sequence and an MHC pseudo amino acid sequence, predict their binding affinity value. This is MHC class II binding data. (1) The MHC is DRB1_0701 with pseudo-sequence DRB1_0701. The binding affinity (normalized) is 0. The peptide sequence is SVVGWPTVRERMRRA. (2) The peptide sequence is KAIKESTGGAYDTYK. The MHC is HLA-DQA10301-DQB10302 with pseudo-sequence HLA-DQA10301-DQB10302. The binding affinity (normalized) is 0.192. (3) The binding affinity (normalized) is 0.213. The peptide sequence is NKSSGPNELGRFKHTDAC. The MHC is DRB1_0401 with pseudo-sequence DRB1_0401. (4) The peptide sequence is INEPTAEAIAYGLDR. The MHC is HLA-DQA10401-DQB10402 with pseudo-sequence HLA-DQA10401-DQB10402. The binding affinity (normalized) is 0.338. (5) The MHC is DRB1_0404 with pseudo-sequence DRB1_0404. The binding affinity (normalized) is 0.109. The peptide sequence is IDPFQLGLLVVFLATQEV. (6) The MHC is HLA-DQA10102-DQB10502 with pseudo-sequence HLA-DQA10102-DQB10502. The peptide sequence is EIYNMVKFRMIAGQE. The binding affinity (normalized) is 0.0585. (7) The binding affinity (normalized) is 0.454. The peptide sequence is TVTVFKIPKKASEGA. The MHC is DRB1_0101 with pseudo-sequence DRB1_0101.